This data is from Forward reaction prediction with 1.9M reactions from USPTO patents (1976-2016). The task is: Predict the product of the given reaction. (1) Given the reactants [CH2:1]([Zn]CC)[CH3:2].[Cl:6][CH2:7][CH2:8][C:9]([C:11]1[CH:16]=[CH:15][CH:14]=[CH:13][CH:12]=1)=[O:10], predict the reaction product. The product is: [Cl:6][CH2:7][CH2:8][C:9]([C:11]1[CH:16]=[CH:15][CH:14]=[CH:13][CH:12]=1)([OH:10])[CH2:1][CH3:2]. (2) Given the reactants [CH3:1][O:2][C:3](=[O:19])[C:4]1[CH:9]=[CH:8][C:7]([OH:10])=[C:6]([C:11]([C:13]2[CH:18]=[CH:17][CH:16]=[CH:15][CH:14]=2)=[CH2:12])[CH:5]=1.[CH2:20](Br)[C:21]1[CH:26]=[CH:25][CH:24]=[CH:23][CH:22]=1.CC(C)=O, predict the reaction product. The product is: [CH3:1][O:2][C:3](=[O:19])[C:4]1[CH:9]=[CH:8][C:7]([O:10][CH2:20][C:21]2[CH:26]=[CH:25][CH:24]=[CH:23][CH:22]=2)=[C:6]([C:11]([C:13]2[CH:14]=[CH:15][CH:16]=[CH:17][CH:18]=2)=[CH2:12])[CH:5]=1. (3) Given the reactants FC(F)(F)C(O)=O.[CH2:8]1[C:17]2[C:12](=[CH:13][C:14]([CH:18]([NH:20][C:21](=[O:23])[CH3:22])[CH3:19])=[CH:15][CH:16]=2)[CH2:11][CH2:10][NH:9]1.Br[CH2:25][C:26]1[CH:31]=[CH:30][C:29]([O:32][CH2:33][CH2:34][CH3:35])=[C:28]([Cl:36])[CH:27]=1.C([O-])([O-])=O.[Cs+].[Cs+].O, predict the reaction product. The product is: [Cl:36][C:28]1[CH:27]=[C:26]([CH:31]=[CH:30][C:29]=1[O:32][CH2:33][CH2:34][CH3:35])[CH2:25][N:9]1[CH2:10][CH2:11][C:12]2[C:17](=[CH:16][CH:15]=[C:14]([CH:18]([NH:20][C:21](=[O:23])[CH3:22])[CH3:19])[CH:13]=2)[CH2:8]1. (4) Given the reactants C[O:2][C:3](=[O:17])[C:4]1[CH:9]=[CH:8][CH:7]=[C:6]([C:10]([NH:12][S:13]([CH3:16])(=[O:15])=[O:14])=[O:11])[CH:5]=1.O.[OH-].[Li+].Cl, predict the reaction product. The product is: [CH3:16][S:13]([NH:12][C:10]([C:6]1[CH:5]=[C:4]([CH:9]=[CH:8][CH:7]=1)[C:3]([OH:17])=[O:2])=[O:11])(=[O:15])=[O:14].